From a dataset of Peptide-MHC class II binding affinity with 134,281 pairs from IEDB. Regression. Given a peptide amino acid sequence and an MHC pseudo amino acid sequence, predict their binding affinity value. This is MHC class II binding data. (1) The peptide sequence is AAVLFAATAAAAAAV. The MHC is HLA-DQA10301-DQB10302 with pseudo-sequence HLA-DQA10301-DQB10302. The binding affinity (normalized) is 0.297. (2) The peptide sequence is FPGGKCSGITVSSTY. The MHC is DRB3_0202 with pseudo-sequence DRB3_0202. The binding affinity (normalized) is 0. (3) The peptide sequence is EKKYFAATQREPLAA. The MHC is HLA-DQA10101-DQB10501 with pseudo-sequence HLA-DQA10101-DQB10501. The binding affinity (normalized) is 0.239. (4) The peptide sequence is GELQIVDKIDPAFKI. The MHC is DRB1_0701 with pseudo-sequence DRB1_0701. The binding affinity (normalized) is 0.644. (5) The peptide sequence is FEIKCTKPEACSGEPVVVHI. The MHC is DRB1_0404 with pseudo-sequence DRB1_0404. The binding affinity (normalized) is 0.311. (6) The peptide sequence is EKKYFAATQFEPLCA. The MHC is HLA-DQA10401-DQB10402 with pseudo-sequence HLA-DQA10401-DQB10402. The binding affinity (normalized) is 0.558.